From a dataset of Forward reaction prediction with 1.9M reactions from USPTO patents (1976-2016). Predict the product of the given reaction. (1) Given the reactants [CH3:1][O:2][CH2:3][CH2:4][CH2:5][CH2:6][N:7]1[C:15]2[C:10](=[CH:11][CH:12]=[CH:13][CH:14]=2)[CH:9]=[C:8]1[C:16]([OH:18])=O.[CH3:19][CH:20]([CH3:40])[CH2:21][NH:22][C@@H:23]1[CH2:28][N:27]([C:29]([O:31][C:32]([CH3:35])([CH3:34])[CH3:33])=[O:30])[CH2:26][C@H:25]([C:36]([O:38][CH3:39])=[O:37])[CH2:24]1.C(N(C(C)C)CC)(C)C.F[P-](F)(F)(F)(F)F.ClC(N(C)C)=[N+](C)C, predict the reaction product. The product is: [CH3:1][O:2][CH2:3][CH2:4][CH2:5][CH2:6][N:7]1[C:15]2[C:10](=[CH:11][CH:12]=[CH:13][CH:14]=2)[CH:9]=[C:8]1[C:16]([N:22]([CH2:21][CH:20]([CH3:40])[CH3:19])[C@@H:23]1[CH2:28][N:27]([C:29]([O:31][C:32]([CH3:35])([CH3:34])[CH3:33])=[O:30])[CH2:26][C@H:25]([C:36]([O:38][CH3:39])=[O:37])[CH2:24]1)=[O:18]. (2) Given the reactants O1CCCCC1[N:7]1[C:15]2[C:10](=[CH:11][C:12]([C:16]3[N:20]=[CH:19][N:18](C(C4C=CC=CC=4)(C4C=CC=CC=4)C4C=CC=CC=4)[N:17]=3)=[CH:13][CH:14]=2)[C:9]([C:40]2[CH:41]=[C:42]([NH2:46])[CH:43]=[CH:44][CH:45]=2)=[N:8]1.[Cl:47][C:48]1[CH:56]=[CH:55][C:51]([C:52](Cl)=[O:53])=[CH:50][CH:49]=1.O, predict the reaction product. The product is: [NH:18]1[CH:19]=[N:20][C:16]([C:12]2[CH:11]=[C:10]3[C:15](=[CH:14][CH:13]=2)[NH:7][N:8]=[C:9]3[C:40]2[CH:41]=[C:42]([NH:46][C:52]([C:51]3[CH:55]=[CH:56][C:48]([Cl:47])=[CH:49][CH:50]=3)=[O:53])[CH:43]=[CH:44][CH:45]=2)=[N:17]1. (3) Given the reactants Br[C:2]1[C:3]2[CH2:10][CH2:9][CH:8]([NH:11][C:12](=[O:15])[CH2:13][CH3:14])[C:4]=2[CH:5]=[N:6][CH:7]=1.[F:16][C:17]1[CH:22]=[C:21]([C:23]([F:26])([F:25])[F:24])[CH:20]=[CH:19][C:18]=1B(O)O, predict the reaction product. The product is: [F:16][C:17]1[CH:22]=[C:21]([C:23]([F:24])([F:25])[F:26])[CH:20]=[CH:19][C:18]=1[C:2]1[C:3]2[CH2:10][CH2:9][CH:8]([NH:11][C:12](=[O:15])[CH2:13][CH3:14])[C:4]=2[CH:5]=[N:6][CH:7]=1. (4) Given the reactants [NH2:1][C:2]1([CH2:9][C:10]([O:12][CH3:13])=[O:11])[CH2:7][CH2:6][CH2:5][N:4]([CH3:8])[CH2:3]1.[CH2:14]([C:22]1[O:26][C:25]([C:27](ON2C(=O)CCC2=O)=[O:28])=[CH:24][CH:23]=1)[CH2:15][C:16]1[CH:21]=[CH:20][CH:19]=[CH:18][CH:17]=1.C(N(CC)CC)C.C(OCC)C, predict the reaction product. The product is: [CH3:8][N:4]1[CH2:5][CH2:6][CH2:7][C:2]([CH2:9][C:10]([O:12][CH3:13])=[O:11])([NH:1][C:27]([C:25]2[O:26][C:22]([CH2:14][CH2:15][C:16]3[CH:21]=[CH:20][CH:19]=[CH:18][CH:17]=3)=[CH:23][CH:24]=2)=[O:28])[CH2:3]1. (5) Given the reactants [CH:1]1([N:6]2[C:11]3[N:12]=[C:13]([NH:17][CH3:18])[N:14]=[C:15]([CH3:16])[C:10]=3[CH:9]=[C:8]([C:19](O)=[O:20])[C:7]2=[O:22])[CH2:5][CH2:4][CH2:3][CH2:2]1.[NH2:23][C:24]1[CH:28]=[CH:27][NH:26][N:25]=1.CN(C(ON1N=NC2C=CC=NC1=2)=[N+](C)C)C.F[P-](F)(F)(F)(F)F.C(N(CC)CC)C, predict the reaction product. The product is: [NH:26]1[CH:27]=[CH:28][C:24]([NH:23][C:19]([C:8]2[C:7](=[O:22])[N:6]([CH:1]3[CH2:2][CH2:3][CH2:4][CH2:5]3)[C:11]3[N:12]=[C:13]([NH:17][CH3:18])[N:14]=[C:15]([CH3:16])[C:10]=3[CH:9]=2)=[O:20])=[N:25]1. (6) Given the reactants [CH:1]1([NH2:4])[CH2:3][CH2:2]1.CCN(C(C)C)C(C)C.Cl.[Cl:15][C:16]1[CH:21]=[CH:20][N:19]=[C:18]([C:22](Cl)=[O:23])[CH:17]=1, predict the reaction product. The product is: [Cl:15][C:16]1[CH:21]=[CH:20][N:19]=[C:18]([C:22]([NH:4][CH:1]2[CH2:3][CH2:2]2)=[O:23])[CH:17]=1.